Dataset: Forward reaction prediction with 1.9M reactions from USPTO patents (1976-2016). Task: Predict the product of the given reaction. Given the reactants [NH2:1][C:2]1[C:3]2[C:10]([C:11]3[CH:16]=[CH:15][C:14]([O:17][C:18]4[CH:23]=[CH:22][CH:21]=[CH:20][CH:19]=4)=[CH:13][CH:12]=3)=[C:9]([CH3:24])[N:8]([CH2:25][C@@H:26]3[CH2:30][CH2:29][CH2:28][N:27]3[C:31](=[O:35])[CH2:32][C:33]#[N:34])[C:4]=2[N:5]=[CH:6][N:7]=1.[CH3:36][N:37]([CH3:43])[C:38]([CH3:42])([CH3:41])[CH:39]=O.C(O)(=O)C.N1CCCCC1, predict the reaction product. The product is: [NH2:1][C:2]1[C:3]2[C:10]([C:11]3[CH:16]=[CH:15][C:14]([O:17][C:18]4[CH:19]=[CH:20][CH:21]=[CH:22][CH:23]=4)=[CH:13][CH:12]=3)=[C:9]([CH3:24])[N:8]([CH2:25][C@@H:26]3[CH2:30][CH2:29][CH2:28][N:27]3[C:31]([C:32](=[CH:39][C:38]([N:37]([CH3:43])[CH3:36])([CH3:42])[CH3:41])[C:33]#[N:34])=[O:35])[C:4]=2[N:5]=[CH:6][N:7]=1.